Dataset: Full USPTO retrosynthesis dataset with 1.9M reactions from patents (1976-2016). Task: Predict the reactants needed to synthesize the given product. Given the product [C:2]1([NH:12][NH2:13])[C:11]2[C:6](=[CH:7][CH:8]=[CH:9][CH:10]=2)[CH:5]=[CH:4][CH:3]=1.[CH3:35][C@@:36]12[C:42]([CH3:44])([CH3:43])[C@@H:39]([C:38]3[C:45](=[O:46])[N:30]([C:20]4[C:29]5[C:24](=[CH:25][CH:26]=[CH:27][CH:28]=5)[CH:23]=[CH:22][CH:21]=4)[NH:31][C:37]=31)[CH2:40][CH2:41]2, predict the reactants needed to synthesize it. The reactants are: Cl.[C:2]1([NH:12][NH2:13])[C:11]2[C:6](=[CH:7][CH:8]=[CH:9][CH:10]=2)[CH:5]=[CH:4][CH:3]=1.C(=O)([O-])[O-].[Na+].[Na+].[C:20]1([NH:30][NH2:31])[C:29]2[C:24](=[CH:25][CH:26]=[CH:27][CH:28]=2)[CH:23]=[CH:22][CH:21]=1.C(=O)C.[CH3:35][C@:36]12[C:42]([CH3:44])([CH3:43])[C@H:39]([CH2:40][CH2:41]1)[CH:38]([C:45](Cl)=[O:46])[C:37]2=O.N1C=CC=CC=1.Cl.O1CCOCC1.